From a dataset of Forward reaction prediction with 1.9M reactions from USPTO patents (1976-2016). Predict the product of the given reaction. (1) Given the reactants [CH2:1]([NH:8][C:9]([C:11]1[C:12]([OH:20])=[N:13][CH:14]=[C:15]([CH:19]=1)[C:16]([OH:18])=[O:17])=[O:10])[C:2]1[CH:7]=[CH:6][CH:5]=[CH:4][CH:3]=1.CCN=C=NCCCN(C)C.Cl.C1C=CC2N(O)N=NC=2C=1.[CH2:43](N)[C:44]1[CH:49]=[CH:48][CH:47]=[CH:46][CH:45]=1, predict the reaction product. The product is: [CH2:1]([N:8]([CH2:43][C:44]1[CH:49]=[CH:48][CH:47]=[CH:46][CH:45]=1)[C:9]([C:11]1[C:12](=[O:20])[NH:13][CH:14]=[C:15]([C:16]([OH:18])=[O:17])[CH:19]=1)=[O:10])[C:2]1[CH:7]=[CH:6][CH:5]=[CH:4][CH:3]=1. (2) Given the reactants [NH2:1][C:2]1[C:9]([N+:10]([O-:12])=[O:11])=[CH:8][C:5]([C:6]#[N:7])=[CH:4][C:3]=1[CH3:13].[C:14](O[C:14]([O:16][C:17]([CH3:20])([CH3:19])[CH3:18])=[O:15])([O:16][C:17]([CH3:20])([CH3:19])[CH3:18])=[O:15], predict the reaction product. The product is: [C:6]([C:5]1[CH:8]=[C:9]([N+:10]([O-:12])=[O:11])[C:2]([N:1]([C:14]([O:16][C:17]([CH3:20])([CH3:19])[CH3:18])=[O:15])[C:14]([O:16][C:17]([CH3:20])([CH3:19])[CH3:18])=[O:15])=[C:3]([CH3:13])[CH:4]=1)#[N:7]. (3) Given the reactants O[CH2:2][C:3]1[CH:20]=[CH:19][C:6]([O:7][CH2:8][C:9]([C:11]2[CH:16]=[CH:15][CH:14]=[C:13]([O:17][CH3:18])[CH:12]=2)=[O:10])=[CH:5][CH:4]=1.[Br-:21].[Br-].C1(P(C2C=CC=CC=2)C2C=CC=CC=2)C=CC=CC=1, predict the reaction product. The product is: [Br:21][CH2:2][C:3]1[CH:20]=[CH:19][C:6]([O:7][CH2:8][C:9]([C:11]2[CH:16]=[CH:15][CH:14]=[C:13]([O:17][CH3:18])[CH:12]=2)=[O:10])=[CH:5][CH:4]=1.